This data is from Reaction yield outcomes from USPTO patents with 853,638 reactions. The task is: Predict the reaction yield, written as a fraction of the theoretical maximum amount of product (1.0 means a 100% yield; for example, 0.34 means a 34% yield). (1) The reactants are O.[CH3:2][N:3]([CH3:13])[C:4]1[CH:9]=[CH:8][C:7](B(O)O)=[CH:6][N:5]=1.Br[C:15]1[CH:16]=[C:17]([CH:19]=[CH:20][CH:21]=1)[NH2:18].C([O-])([O-])=O.[Na+].[Na+]. The catalyst is COCCOC.C1C=CC([P]([Pd]([P](C2C=CC=CC=2)(C2C=CC=CC=2)C2C=CC=CC=2)([P](C2C=CC=CC=2)(C2C=CC=CC=2)C2C=CC=CC=2)[P](C2C=CC=CC=2)(C2C=CC=CC=2)C2C=CC=CC=2)(C2C=CC=CC=2)C2C=CC=CC=2)=CC=1. The product is [CH3:2][N:3]([CH3:13])[C:4]1[N:5]=[CH:6][C:7]([C:15]2[CH:16]=[C:17]([NH2:18])[CH:19]=[CH:20][CH:21]=2)=[CH:8][CH:9]=1. The yield is 0.540. (2) The reactants are COC[O:4][C:5]1[CH:31]=[CH:30][C:8]([C:9]([NH:11][CH2:12][C:13]2[CH:14]=[CH:15][C:16]3[N:17]([C:19]([CH2:22][CH2:23][C:24]4[CH:29]=[CH:28][CH:27]=[CH:26][CH:25]=4)=[N:20][CH:21]=3)[CH:18]=2)=[O:10])=[CH:7][CH:6]=1. The catalyst is Cl.CO. The product is [OH:4][C:5]1[CH:31]=[CH:30][C:8]([C:9]([NH:11][CH2:12][C:13]2[CH:14]=[CH:15][C:16]3[N:17]([C:19]([CH2:22][CH2:23][C:24]4[CH:29]=[CH:28][CH:27]=[CH:26][CH:25]=4)=[N:20][CH:21]=3)[CH:18]=2)=[O:10])=[CH:7][CH:6]=1. The yield is 0.930. (3) The reactants are [CH3:1][O:2][C:3]([C:5]1[CH:6]=[C:7]2[C:12](=[CH:13][CH:14]=1)[NH:11][CH:10]([C:15]1[CH:16]=[C:17]([CH:21]=[CH:22][CH:23]=1)[C:18](O)=[O:19])[C:9]([CH3:25])([CH3:24])[CH2:8]2)=[O:4].O[N:27]1[C:31]2[CH:32]=[CH:33][CH:33]=[CH:32][C:31]=2[N:27]=N1.CN(C)CCCN=C=NCC.Cl.CN1CCOCC1.C1(N)CC1. The catalyst is ClCCl.C(OCC)(=O)C. The product is [CH:31]1([NH:27][C:18]([C:17]2[CH:16]=[C:15]([CH:10]3[C:9]([CH3:24])([CH3:25])[CH2:8][C:7]4[C:12](=[CH:13][CH:14]=[C:5]([C:3]([O:2][CH3:1])=[O:4])[CH:6]=4)[NH:11]3)[CH:23]=[CH:22][CH:21]=2)=[O:19])[CH2:32][CH2:33]1. The yield is 0.705. (4) The yield is 0.880. The product is [NH2:4][C:5]1[S:6][C:7]([S:11]([N:14]2[CH2:18][CH2:17][CH:16]([OH:19])[CH2:15]2)(=[O:13])=[O:12])=[C:8]([CH3:10])[N:9]=1. The reactants are C([NH:4][C:5]1[S:6][C:7]([S:11]([N:14]2[CH2:18][CH2:17][CH:16]([OH:19])[CH2:15]2)(=[O:13])=[O:12])=[C:8]([CH3:10])[N:9]=1)(=O)C. The catalyst is Cl. (5) The reactants are CN(C)CCOCCN(C)C.C([Mg]Cl)(C)C.N#N.I[C:20]1[CH:21]=[C:22]([CH:25]=[CH:26][CH:27]=1)[C:23]#[N:24].[N+:28]([C:31]1[C:40]2[C:35](=[CH:36][CH:37]=[CH:38][CH:39]=2)[CH:34]=[CH:33][C:32]=1[CH:41]=[O:42])([O-:30])=[O:29].Cl. The catalyst is C1COCC1. The product is [OH:42][CH:41]([C:32]1[CH:33]=[CH:34][C:35]2[C:40](=[CH:39][CH:38]=[CH:37][CH:36]=2)[C:31]=1[N+:28]([O-:30])=[O:29])[C:20]1[CH:21]=[C:22]([CH:25]=[CH:26][CH:27]=1)[C:23]#[N:24]. The yield is 0.970. (6) The reactants are [CH3:1][N:2]([CH3:17])[C:3]1[CH:12]=[CH:11][CH:10]=[C:9]2[C:4]=1[CH2:5][CH2:6][C:7]([NH2:16])([C:13]([OH:15])=[O:14])[CH2:8]2.C(N(CC)CC)C.[C:25](=O)([O:41]N1C(=O)CCC1=O)[O:26][CH2:27][CH:28]1[C:40]2[CH:39]=[CH:38][CH:37]=[CH:36][C:35]=2[C:34]2[C:29]1=[CH:30][CH:31]=[CH:32][CH:33]=2. The catalyst is C(#N)C.O. The product is [C:25]([CH:8]1[C:9]2[C:4](=[C:3]([N:2]([CH3:17])[CH3:1])[CH:12]=[CH:11][CH:10]=2)[CH2:5][CH2:6][C:7]1([NH2:16])[C:13]([OH:15])=[O:14])([O:26][CH2:27][CH:28]1[C:29]2[C:34](=[CH:33][CH:32]=[CH:31][CH:30]=2)[C:35]2[C:40]1=[CH:39][CH:38]=[CH:37][CH:36]=2)=[O:41]. The yield is 0.610. (7) The reactants are [I:1][C:2]1[CH:7]=[CH:6][N:5]=[C:4]([N:8]2[C:16]3[CH2:15][C@@:14]4([CH3:18])[CH2:17][C@H:13]4[CH2:12][C:11]=3[C:10]([C:19](O)=[O:20])=[N:9]2)[CH:3]=1.[Cl-].[NH4+:23]. No catalyst specified. The product is [I:1][C:2]1[CH:7]=[CH:6][N:5]=[C:4]([N:8]2[C:16]3[CH2:15][C@@:14]4([CH3:18])[CH2:17][C@H:13]4[CH2:12][C:11]=3[C:10]([C:19]([NH2:23])=[O:20])=[N:9]2)[CH:3]=1. The yield is 0.720. (8) The reactants are [C:1]([CH2:4][C:5]1[CH:10]=[CH:9][CH:8]=[CH:7][C:6]=1[S:11][C:12]1[CH:20]=[CH:19][CH:18]=[CH:17][C:13]=1[C:14](O)=[O:15])(O)=[O:2].C(C1C=CC=C([N+]([O-])=O)C=1SC1C=CC(F)=CC=1C(O)=O)(O)=O.B. No catalyst specified. The product is [OH:15][CH2:14][C:13]1[CH:17]=[CH:18][CH:19]=[CH:20][C:12]=1[S:11][C:6]1[CH:7]=[CH:8][CH:9]=[CH:10][C:5]=1[CH2:4][CH2:1][OH:2]. The yield is 0.890.